Dataset: Reaction yield outcomes from USPTO patents with 853,638 reactions. Task: Predict the reaction yield, written as a fraction of the theoretical maximum amount of product (1.0 means a 100% yield; for example, 0.34 means a 34% yield). (1) The reactants are [Cl:1][C:2]1[CH:3]=[C:4]2[C:8](=[CH:9][CH:10]=1)[N:7]([C:11]1[N:15]([CH3:16])[N:14]=[C:13]([CH3:17])[C:12]=1[CH2:18][CH2:19][OH:20])[CH:6]=[CH:5]2.C(N(CC)CC)C.[CH3:28][S:29](Cl)(=[O:31])=[O:30].O. The catalyst is O1CCCC1. The product is [CH3:28][S:29]([O:20][CH2:19][CH2:18][C:12]1[C:13]([CH3:17])=[N:14][N:15]([CH3:16])[C:11]=1[N:7]1[C:8]2[C:4](=[CH:3][C:2]([Cl:1])=[CH:10][CH:9]=2)[CH:5]=[CH:6]1)(=[O:31])=[O:30]. The yield is 0.990. (2) The reactants are [NH:1]1[CH2:5][CH2:4][CH2:3][CH2:2]1.[Cl:6][C:7]1[CH:14]=[C:13]([OH:15])[C:12]([Cl:16])=[CH:11][C:8]=1[CH:9]=O.C(O[BH-](OC(=O)C)OC(=O)C)(=O)C.[Na+].O. The catalyst is ClCCl. The product is [Cl:16][C:12]1[CH:11]=[C:8]([CH2:9][N:1]2[CH2:5][CH2:4][CH2:3][CH2:2]2)[C:7]([Cl:6])=[CH:14][C:13]=1[OH:15]. The yield is 0.790. (3) The reactants are [F:1][C:2]1[CH:7]=[CH:6][C:5]([C:8]([F:11])([F:10])[F:9])=[CH:4][CH:3]=1.CC(O)C.C(=O)=O.C([Li])CCC.[C:24]([O:28][C:29]([N:31]1[CH2:36][CH2:35][CH:34]([C:37](=[O:42])N(OC)C)[CH2:33][CH2:32]1)=[O:30])([CH3:27])([CH3:26])[CH3:25]. The catalyst is C1COCC1.CCCCCC. The product is [C:24]([O:28][C:29]([N:31]1[CH2:36][CH2:35][CH:34]([C:37](=[O:42])[C:7]2[CH:6]=[C:5]([C:8]([F:9])([F:10])[F:11])[CH:4]=[CH:3][C:2]=2[F:1])[CH2:33][CH2:32]1)=[O:30])([CH3:27])([CH3:26])[CH3:25]. The yield is 0.480. (4) The reactants are [CH3:1][O:2][C:3]1[C:9]([CH2:10][CH2:11][N:12]2[CH2:17][CH2:16][N:15]([C:18]3[CH:27]=[CH:26][CH:25]=[C:24]4[C:19]=3[CH:20]=[CH:21][C:22]([CH3:28])=[N:23]4)[CH2:14][CH2:13]2)=[CH:8][CH:7]=[CH:6][C:4]=1[NH2:5].[Cl:29][CH2:30][CH2:31][N:32]=[C:33]=[O:34]. No catalyst specified. The product is [ClH:29].[ClH:29].[CH3:1][O:2][C:3]1[C:9]([CH2:10][CH2:11][N:12]2[CH2:13][CH2:14][N:15]([C:18]3[CH:27]=[CH:26][CH:25]=[C:24]4[C:19]=3[CH:20]=[CH:21][C:22]([CH3:28])=[N:23]4)[CH2:16][CH2:17]2)=[CH:8][CH:7]=[CH:6][C:4]=1[N:5]1[CH2:30][CH2:31][NH:32][C:33]1=[O:34]. The yield is 0.380. (5) The reactants are [NH2:1][C:2]1[CH:3]=[C:4]([CH:10]=[CH:11][C:12]=1[NH:13][CH:14]1[CH2:19][CH2:18][CH2:17][CH2:16][CH2:15]1)[C:5]([O:7][CH2:8][CH3:9])=[O:6].[C:20]1(/[CH:28]=[CH:29]/[C:30]2[CH:35]=[CH:34][CH:33]=[CH:32][CH:31]=2)[CH:25]=[CH:24][C:23]([CH:26]=O)=[CH:22][CH:21]=1.C1C=CC2C(=NO[N+]=2[O-])C=1.[OH-].[Na+]. The catalyst is CO.C(#N)C.C(OCC)(=O)C. The product is [CH:14]1([N:13]2[C:12]3[CH:11]=[CH:10][C:4]([C:5]([O:7][CH2:8][CH3:9])=[O:6])=[CH:3][C:2]=3[N:1]=[C:26]2[C:23]2[CH:24]=[CH:25][C:20](/[CH:28]=[CH:29]/[C:30]3[CH:35]=[CH:34][CH:33]=[CH:32][CH:31]=3)=[CH:21][CH:22]=2)[CH2:19][CH2:18][CH2:17][CH2:16][CH2:15]1. The yield is 0.630. (6) The reactants are S(C)C.[Cl:4][C:5]1[CH:10]=[CH:9][C:8]([Mg]Br)=[CH:7][CH:6]=1.B(F)(F)F.CCOCC.[CH2:22]([CH:24]1[CH2:29][C:28](=[O:30])[CH:27]=[CH:26][N:25]1[C:31]([O:33][CH2:34][C:35]1[CH:40]=[CH:39][CH:38]=[CH:37][CH:36]=1)=[O:32])[CH3:23].[NH4+].[Cl-].[NH4+].[OH-]. The catalyst is C1COCC1. The product is [Cl:4][C:5]1[CH:10]=[CH:9][C:8]([CH:26]2[CH2:27][C:28](=[O:30])[CH2:29][CH:24]([CH2:22][CH3:23])[N:25]2[C:31]([O:33][CH2:34][C:35]2[CH:36]=[CH:37][CH:38]=[CH:39][CH:40]=2)=[O:32])=[CH:7][CH:6]=1. The yield is 0.330. (7) The reactants are [CH3:1][C:2]1([CH3:24])[C:10]2[C:9]3[CH:11]=[C:12]([S:19]([O-:22])(=[O:21])=[O:20])[CH:13]=[C:14]([S:15]([O-:18])(=[O:17])=[O:16])[C:8]=3[CH:7]=[CH:6][C:5]=2[N:4]=[C:3]1[CH3:23].Br[CH:26]([CH2:30][CH2:31]CC)[C:27]([OH:29])=[O:28].[C:34](OCC)(=O)[CH3:35]. No catalyst specified. The product is [C:27]([CH:26]([CH2:30][CH3:31])[CH2:34][CH2:35][O:17][S:15]([C:14]1[C:8]2[CH:7]=[CH:6][C:5]3[NH+:4]=[C:3]([CH3:23])[C:2]([CH3:24])([CH3:1])[C:10]=3[C:9]=2[CH:11]=[C:12]([S:19]([O-:22])(=[O:21])=[O:20])[CH:13]=1)(=[O:18])=[O:16])([OH:29])=[O:28]. The yield is 0.700.